Dataset: Reaction yield outcomes from USPTO patents with 853,638 reactions. Task: Predict the reaction yield, written as a fraction of the theoretical maximum amount of product (1.0 means a 100% yield; for example, 0.34 means a 34% yield). (1) The yield is 0.430. The product is [NH2:21][C:20]1[C:3]2[C:4]([C:12]3[CH:17]=[CH:16][CH:15]=[C:14]([C:18]#[N:19])[CH:13]=3)=[N:5][C:6]([NH:8][CH:9]3[CH2:11][CH2:10]3)=[N:7][C:2]=2[S:22][C:23]=1[C:24]([NH2:26])=[O:25]. The reactants are Cl[C:2]1[N:7]=[C:6]([NH:8][CH:9]2[CH2:11][CH2:10]2)[N:5]=[C:4]([C:12]2[CH:17]=[CH:16][CH:15]=[C:14]([C:18]#[N:19])[CH:13]=2)[C:3]=1[C:20]#[N:21].[SH:22][CH2:23][C:24]([NH2:26])=[O:25].C(=O)([O-])[O-].[Na+].[Na+].[O-]CC.[Na+]. The catalyst is C(O)C. (2) The reactants are [CH2:1]([N:3]1[CH2:8][CH2:7][C:6](=O)[CH2:5][CH2:4]1)[CH3:2].[C:10]1([CH2:16][N:17]2[CH2:22][CH2:21][NH:20][CH2:19][CH2:18]2)[CH:15]=[CH:14][CH:13]=[CH:12][CH:11]=1. No catalyst specified. The product is [CH2:1]([N:3]1[CH2:8][CH2:7][CH:6]([N:20]2[CH2:21][CH2:22][N:17]([CH2:16][C:10]3[CH:11]=[CH:12][CH:13]=[CH:14][CH:15]=3)[CH2:18][CH2:19]2)[CH2:5][CH2:4]1)[CH3:2]. The yield is 0.710.